Task: Predict the product of the given reaction.. Dataset: Forward reaction prediction with 1.9M reactions from USPTO patents (1976-2016) (1) Given the reactants [F:1][C:2]1[CH:16]=[CH:15][C:5]([CH2:6][C:7]2[O:11][C:10]([C:12](O)=[O:13])=[CH:9][CH:8]=2)=[CH:4][CH:3]=1.S(Cl)([Cl:19])=O, predict the reaction product. The product is: [F:1][C:2]1[CH:16]=[CH:15][C:5]([CH2:6][C:7]2[O:11][C:10]([C:12]([Cl:19])=[O:13])=[CH:9][CH:8]=2)=[CH:4][CH:3]=1. (2) The product is: [ClH:25].[C:2]1(=[O:1])[C:6]2([CH2:11][CH2:10][NH:9][CH2:8][CH2:7]2)[CH2:5][CH2:4][NH:3]1. Given the reactants [O:1]=[C:2]1[C:6]2([CH2:11][CH2:10][N:9](C(OCCCC)=O)[CH2:8][CH2:7]2)[CH2:5][CH2:4][NH:3]1.C(OCC)(=O)C.[ClH:25].C(OCC)(=O)C, predict the reaction product. (3) Given the reactants [F:1][C:2]1([F:12])[O:6][C:5]2[CH:7]=[CH:8][C:9]([NH2:11])=[CH:10][C:4]=2[O:3]1.[C:13]([O-])([O-])=O.[K+].[K+], predict the reaction product. The product is: [CH3:13][NH:11][C:9]1[CH:8]=[CH:7][C:5]2[O:6][C:2]([F:1])([F:12])[O:3][C:4]=2[CH:10]=1. (4) Given the reactants [Br:1][C:2]1[CH:7]=[C:6]([CH2:8][NH:9][C:10]2[CH:18]=[CH:17][CH:16]=[CH:15][C:11]=2[C:12]([OH:14])=O)[CH:5]=[CH:4][N:3]=1.[CH3:19][N:20]1[CH:28]=[C:27]2[C:22]([CH:23]=[C:24]([NH2:29])[CH:25]=[CH:26]2)=[N:21]1.CN1CCOCC1, predict the reaction product. The product is: [Br:1][C:2]1[CH:7]=[C:6]([CH2:8][NH:9][C:10]2[CH:18]=[CH:17][CH:16]=[CH:15][C:11]=2[C:12]([NH:29][C:24]2[CH:25]=[CH:26][C:27]3[C:22]([CH:23]=2)=[N:21][N:20]([CH3:19])[CH:28]=3)=[O:14])[CH:5]=[CH:4][N:3]=1. (5) Given the reactants O1CCCC1.[NH:6]1[C:14]2[C:9](=[CH:10][CH:11]=[CH:12][CH:13]=2)[C:8]([C:15]([O:17][CH3:18])=[O:16])=[CH:7]1.[H-].[Na+].Cl[CH2:22][O:23][CH2:24][CH2:25][Si:26]([CH3:29])([CH3:28])[CH3:27], predict the reaction product. The product is: [CH3:27][Si:26]([CH3:29])([CH3:28])[CH2:25][CH2:24][O:23][CH2:22][N:6]1[C:14]2[C:9](=[CH:10][CH:11]=[CH:12][CH:13]=2)[C:8]([C:15]([O:17][CH3:18])=[O:16])=[CH:7]1. (6) Given the reactants [F:1][C:2]1[CH:7]=[CH:6][CH:5]=[CH:4][C:3]=1[C:8](=O)[CH2:9][C:10]([O:12]C)=O.C(N(CC)CC)C.Cl.[CH3:23][CH:24]([NH:26][NH2:27])[CH3:25], predict the reaction product. The product is: [F:1][C:2]1[CH:7]=[CH:6][CH:5]=[CH:4][C:3]=1[C:8]1[CH:9]=[C:10]([OH:12])[N:26]([CH:24]([CH3:25])[CH3:23])[N:27]=1. (7) Given the reactants [O:1]=[C:2]1[CH2:6][O:5][C:4]([NH:7][C:8]2[CH:13]=[CH:12][CH:11]=[CH:10][C:9]=2[CH3:14])=[C:3]1[C:15]([O:17][CH2:18][CH3:19])=[O:16].[NH:20]1[C:28]2[C:23](=[CH:24][CH:25]=[CH:26][N:27]=2)[C:22]([CH:29]=O)=[CH:21]1.N1CCCCC1, predict the reaction product. The product is: [NH:20]1[C:28]2=[N:27][CH:26]=[CH:25][CH:24]=[C:23]2[C:22]([CH:29]=[C:6]2[O:5][C:4]([NH:7][C:8]3[CH:13]=[CH:12][CH:11]=[CH:10][C:9]=3[CH3:14])=[C:3]([C:15]([O:17][CH2:18][CH3:19])=[O:16])[C:2]2=[O:1])=[CH:21]1. (8) Given the reactants [F:1][C:2]1[C:7]([F:8])=[CH:6][C:5]([C:9]2[CH:14]=[CH:13][C:12]([O:15][CH2:16][CH:17]3[CH2:22][CH2:21][CH2:20][NH:19][CH2:18]3)=[CH:11][CH:10]=2)=[C:4]([O:23][CH3:24])[CH:3]=1.[CH2:25]([CH:27]([C:31](O)=[O:32])[C:28]([OH:30])=[O:29])[CH3:26], predict the reaction product. The product is: [F:1][C:2]1[C:7]([F:8])=[CH:6][C:5]([C:9]2[CH:14]=[CH:13][C:12]([O:15][CH2:16][CH:17]3[CH2:22][CH2:21][CH2:20][N:19]([C:31]([CH:27]([CH2:25][CH3:26])[C:28]([OH:30])=[O:29])=[O:32])[CH2:18]3)=[CH:11][CH:10]=2)=[C:4]([O:23][CH3:24])[CH:3]=1.